Predict the reactants needed to synthesize the given product. From a dataset of Full USPTO retrosynthesis dataset with 1.9M reactions from patents (1976-2016). (1) Given the product [ClH:12].[Cl:12][CH2:8][C:7]1[C:2]([NH2:1])=[N:3][CH:4]=[CH:5][CH:6]=1, predict the reactants needed to synthesize it. The reactants are: [NH2:1][C:2]1[C:7]([CH2:8]O)=[CH:6][CH:5]=[CH:4][N:3]=1.S(Cl)([Cl:12])=O. (2) Given the product [CH2:11]1[C:8]2([CH2:7][CH2:6][C:5](=[O:1])[CH2:10][CH2:9]2)[CH2:22][S:42]1, predict the reactants needed to synthesize it. The reactants are: [O:1]1[C:5]2([CH2:10][CH2:9][C:8]([CH2:22]C3C=CC=CC=3S([O-])(=O)=O)([CH2:11]C3C=CC=CC=3S([O-])(=O)=O)[CH2:7][CH2:6]2)OCC1.O.O.O.O.O.O.O.O.O.[S-2:42].[Na+].[Na+].